Dataset: Forward reaction prediction with 1.9M reactions from USPTO patents (1976-2016). Task: Predict the product of the given reaction. (1) Given the reactants [H-].[Na+].[CH3:3][O:4][C:5]1[CH:6]=[C:7]([C:11]2([NH:23][S:24]([NH2:27])(=[O:26])=[O:25])[CH2:16][CH2:15][N:14]([C:17]3[N:22]=[CH:21][CH:20]=[CH:19][N:18]=3)[CH2:13][CH2:12]2)[CH:8]=[CH:9][CH:10]=1.[Cl:28][C:29]1[CH:37]=[CH:36][C:32]([C:33](Cl)=[O:34])=[CH:31][CH:30]=1.Cl, predict the reaction product. The product is: [Cl:28][C:29]1[CH:37]=[CH:36][C:32]([C:33]([NH:27][S:24]([NH:23][C:11]2([C:7]3[CH:8]=[CH:9][CH:10]=[C:5]([O:4][CH3:3])[CH:6]=3)[CH2:12][CH2:13][N:14]([C:17]3[N:18]=[CH:19][CH:20]=[CH:21][N:22]=3)[CH2:15][CH2:16]2)(=[O:26])=[O:25])=[O:34])=[CH:31][CH:30]=1. (2) Given the reactants [Cl:1][C:2]1[C:7]([OH:8])=[C:6]([F:9])[C:5]([CH3:10])=[CH:4][CH:3]=1.CC(C)([O-])C.[K+].[Br:17][C:18]1[CH:23]=[C:22](F)[CH:21]=[C:20]([Cl:25])[CH:19]=1, predict the reaction product. The product is: [Br:17][C:18]1[CH:23]=[C:22]([O:8][C:7]2[C:6]([F:9])=[C:5]([CH3:10])[CH:4]=[CH:3][C:2]=2[Cl:1])[CH:21]=[C:20]([Cl:25])[CH:19]=1. (3) The product is: [CH:13]([C:14]1[CH:15]=[C:16]([CH2:21][C:22]#[N:23])[CH:17]=[C:18]([I:20])[CH:19]=1)=[O:12]. Given the reactants C1C=C[NH+]=CC=1.[O-][Cr](Cl)(=O)=O.[OH:12][CH2:13][C:14]1[CH:15]=[C:16]([CH2:21][C:22]#[N:23])[CH:17]=[C:18]([I:20])[CH:19]=1, predict the reaction product. (4) Given the reactants Cl[C:2]1[C:7]([C:8]([C:10]2[CH:15]=[CH:14][CH:13]=[CH:12][C:11]=2[O:16][CH3:17])=[O:9])=[CH:6][CH:5]=[C:4]([Cl:18])[N:3]=1.[OH-].[NH4+:20].O.C(OCC)(=O)C, predict the reaction product. The product is: [NH2:20][C:2]1[C:7]([C:8]([C:10]2[CH:15]=[CH:14][CH:13]=[CH:12][C:11]=2[O:16][CH3:17])=[O:9])=[CH:6][CH:5]=[C:4]([Cl:18])[N:3]=1.